Dataset: NCI-60 drug combinations with 297,098 pairs across 59 cell lines. Task: Regression. Given two drug SMILES strings and cell line genomic features, predict the synergy score measuring deviation from expected non-interaction effect. (1) Drug 1: CC1=C(C=C(C=C1)NC2=NC=CC(=N2)N(C)C3=CC4=NN(C(=C4C=C3)C)C)S(=O)(=O)N.Cl. Drug 2: C1CN(CCN1C(=O)CCBr)C(=O)CCBr. Cell line: A498. Synergy scores: CSS=2.44, Synergy_ZIP=-1.18, Synergy_Bliss=2.31, Synergy_Loewe=-4.22, Synergy_HSA=-0.984. (2) Drug 1: C1=NC2=C(N=C(N=C2N1C3C(C(C(O3)CO)O)F)Cl)N. Drug 2: C1C(C(OC1N2C=NC3=C2NC=NCC3O)CO)O. Cell line: MOLT-4. Synergy scores: CSS=51.5, Synergy_ZIP=1.06, Synergy_Bliss=0.958, Synergy_Loewe=-45.0, Synergy_HSA=-1.12. (3) Drug 1: C1=CC=C(C=C1)NC(=O)CCCCCCC(=O)NO. Drug 2: CC1=C(C(=CC=C1)Cl)NC(=O)C2=CN=C(S2)NC3=CC(=NC(=N3)C)N4CCN(CC4)CCO. Cell line: HL-60(TB). Synergy scores: CSS=36.8, Synergy_ZIP=2.61, Synergy_Bliss=1.78, Synergy_Loewe=2.97, Synergy_HSA=3.21. (4) Drug 1: CCC1(CC2CC(C3=C(CCN(C2)C1)C4=CC=CC=C4N3)(C5=C(C=C6C(=C5)C78CCN9C7C(C=CC9)(C(C(C8N6C=O)(C(=O)OC)O)OC(=O)C)CC)OC)C(=O)OC)O.OS(=O)(=O)O. Drug 2: CNC(=O)C1=NC=CC(=C1)OC2=CC=C(C=C2)NC(=O)NC3=CC(=C(C=C3)Cl)C(F)(F)F. Cell line: A549. Synergy scores: CSS=-4.17, Synergy_ZIP=4.66, Synergy_Bliss=3.08, Synergy_Loewe=-3.91, Synergy_HSA=-4.40. (5) Drug 2: CCC1(CC2CC(C3=C(CCN(C2)C1)C4=CC=CC=C4N3)(C5=C(C=C6C(=C5)C78CCN9C7C(C=CC9)(C(C(C8N6C)(C(=O)OC)O)OC(=O)C)CC)OC)C(=O)OC)O.OS(=O)(=O)O. Synergy scores: CSS=4.91, Synergy_ZIP=-4.12, Synergy_Bliss=1.88, Synergy_Loewe=-22.6, Synergy_HSA=1.03. Drug 1: C1CC(=O)NC(=O)C1N2CC3=C(C2=O)C=CC=C3N. Cell line: SK-MEL-28. (6) Drug 1: CS(=O)(=O)C1=CC(=C(C=C1)C(=O)NC2=CC(=C(C=C2)Cl)C3=CC=CC=N3)Cl. Drug 2: CC12CCC3C(C1CCC2OP(=O)(O)O)CCC4=C3C=CC(=C4)OC(=O)N(CCCl)CCCl.[Na+]. Cell line: K-562. Synergy scores: CSS=14.8, Synergy_ZIP=-0.381, Synergy_Bliss=-3.94, Synergy_Loewe=-8.38, Synergy_HSA=-4.11.